Dataset: Reaction yield outcomes from USPTO patents with 853,638 reactions. Task: Predict the reaction yield, written as a fraction of the theoretical maximum amount of product (1.0 means a 100% yield; for example, 0.34 means a 34% yield). (1) The reactants are [NH2:1][C:2]1[CH:24]=[CH:23][C:5]([CH2:6][CH2:7][O:8][C:9]2[CH:14]=[CH:13][C:12]([CH2:15][C@H:16]([O:20][CH2:21][CH3:22])[C:17]([OH:19])=[O:18])=[CH:11][CH:10]=2)=[CH:4][CH:3]=1.[C:25]([O:29][C:30](=[O:43])[N:31]=[C:32]([NH:35][C:36]([O:38][C:39]([CH3:42])([CH3:41])[CH3:40])=[O:37])SC)([CH3:28])([CH3:27])[CH3:26].C(N(CC)CC)C. The catalyst is CN(C=O)C.[Hg](Cl)Cl. The product is [C:39]([O:38][C:36]([NH:35][C:32]([NH:1][C:2]1[CH:3]=[CH:4][C:5]([CH2:6][CH2:7][O:8][C:9]2[CH:14]=[CH:13][C:12]([CH2:15][C@H:16]([O:20][CH2:21][CH3:22])[C:17]([OH:19])=[O:18])=[CH:11][CH:10]=2)=[CH:23][CH:24]=1)=[N:31][C:30]([O:29][C:25]([CH3:28])([CH3:27])[CH3:26])=[O:43])=[O:37])([CH3:42])([CH3:41])[CH3:40]. The yield is 0.390. (2) The reactants are [H-].[Na+].[F:3][C:4]([F:15])([F:14])[C:5]1[CH:10]=[CH:9][C:8]([C:11](=[O:13])[CH3:12])=[CH:7][CH:6]=1.[CH2:16]([O:18][C:19](=[O:25])[C:20](OCC)=[O:21])[CH3:17]. The catalyst is CN(C=O)C. The product is [CH2:16]([O:18][C:19](=[O:25])[C:20](=[O:21])[CH2:12][C:11](=[O:13])[C:8]1[CH:7]=[CH:6][C:5]([C:4]([F:14])([F:15])[F:3])=[CH:10][CH:9]=1)[CH3:17]. The yield is 0.800.